From a dataset of Forward reaction prediction with 1.9M reactions from USPTO patents (1976-2016). Predict the product of the given reaction. (1) The product is: [Cl:17][C:13]1[CH:12]=[C:11]([C:9]2[CH:10]=[C:5]([CH:6]=[C:7]([C:22]3[CH:27]=[CH:26][CH:25]=[C:24]([Cl:28])[CH:23]=3)[C:8]=2[O:18][CH2:19][CH2:20][OH:21])[C:4]([OH:29])=[O:3])[CH:16]=[CH:15][CH:14]=1. Given the reactants C([O:3][C:4](=[O:29])[C:5]1[CH:10]=[C:9]([C:11]2[CH:16]=[CH:15][CH:14]=[C:13]([Cl:17])[CH:12]=2)[C:8]([O:18][CH2:19][CH2:20][OH:21])=[C:7]([C:22]2[CH:27]=[CH:26][CH:25]=[C:24]([Cl:28])[CH:23]=2)[CH:6]=1)C, predict the reaction product. (2) Given the reactants [CH2:1]([O:8][CH2:9][CH2:10][CH2:11][C:12]([OH:14])=O)[C:2]1[CH:7]=[CH:6][CH:5]=[CH:4][CH:3]=1.S(Cl)(Cl)=O.C([O:21][C:22](=[O:30])[C:23]1[CH:28]=[CH:27][CH:26]=[N:25][C:24]=1[NH2:29])C.C(=O)([O-])O.[Na+], predict the reaction product. The product is: [CH2:1]([O:8][CH2:9][CH2:10][CH2:11][C:12]([NH:29][C:24]1[N:25]=[CH:26][CH:27]=[CH:28][C:23]=1[C:22]([OH:30])=[O:21])=[O:14])[C:2]1[CH:3]=[CH:4][CH:5]=[CH:6][CH:7]=1.